This data is from Catalyst prediction with 721,799 reactions and 888 catalyst types from USPTO. The task is: Predict which catalyst facilitates the given reaction. (1) Reactant: Cl[C:2]1[N:7]=[C:6]([Cl:8])[N:5]=[CH:4][N:3]=1.CCN(C(C)C)C(C)C.[NH2:18][C:19]1[NH:20][C:21]2[CH:27]=[CH:26][CH:25]=[CH:24][C:22]=2[N:23]=1.O. Product: [Cl:8][C:6]1[N:5]=[CH:4][N:3]=[C:2]([N:20]2[C:21]3[CH:27]=[CH:26][CH:25]=[CH:24][C:22]=3[N:23]=[C:19]2[NH2:18])[N:7]=1. The catalyst class is: 3. (2) Reactant: [Br:1][C:2]1[CH:7]=[CH:6][C:5]([C:8]([N:10]2[CH2:15][CH2:14][O:13][CH2:12][CH2:11]2)=[O:9])=[CH:4][C:3]=1[OH:16].C(=O)([O-])[O-].[K+].[K+].FC(F)(F)S(O[CH2:29][CH:30]([F:32])[F:31])(=O)=O. Product: [Br:1][C:2]1[CH:7]=[CH:6][C:5]([C:8]([N:10]2[CH2:15][CH2:14][O:13][CH2:12][CH2:11]2)=[O:9])=[CH:4][C:3]=1[O:16][CH2:29][CH:30]([F:32])[F:31]. The catalyst class is: 618. (3) Reactant: [O:1]=[C:2]1[CH:6]=[CH:5][C:4](=[O:7])[N:3]1[CH2:8][CH2:9][CH2:10][CH2:11][CH2:12][C:13]([N:15]([CH2:17][CH2:18][N:19]([CH3:38])[C:20](=[O:37])[O:21][C:22]1[C:23]2[CH:36]=[CH:35][CH:34]=[CH:33][C:24]=2[C:25]2[C@H:26]([CH2:31][Cl:32])[CH2:27][NH:28][C:29]=2[CH:30]=1)[CH3:16])=[O:14].[Cl:39][CH2:40][C@H:41]1[C:49]2[C:48]3[CH:50]=[CH:51][CH:52]=[CH:53][C:47]=3[C:46]([O:54][P:55]([O:62][C:63]([CH3:66])([CH3:65])[CH3:64])([O:57][C:58]([CH3:61])([CH3:60])[CH3:59])=[O:56])=[CH:45][C:44]=2[N:43]([C:67](=[O:74])[CH2:68][CH2:69][CH2:70][C:71](O)=[O:72])[CH2:42]1.CCN=C=NCCCN(C)C.Cl.C1(C)C=CC(S(O)(=O)=O)=CC=1.C([O-])(O)=O.[Na+]. Product: [O:1]=[C:2]1[CH:6]=[CH:5][C:4](=[O:7])[N:3]1[CH2:8][CH2:9][CH2:10][CH2:11][CH2:12][C:13]([N:15]([CH2:17][CH2:18][N:19]([CH3:38])[C:20](=[O:37])[O:21][C:22]1[C:23]2[CH:36]=[CH:35][CH:34]=[CH:33][C:24]=2[C:25]2[C@H:26]([CH2:31][Cl:32])[CH2:27][N:28]([C:71](=[O:72])[CH2:70][CH2:69][CH2:68][C:67]([N:43]3[C:44]4[CH:45]=[C:46]([O:54][P:55]([O:57][C:58]([CH3:59])([CH3:60])[CH3:61])([O:62][C:63]([CH3:66])([CH3:65])[CH3:64])=[O:56])[C:47]5[CH:53]=[CH:52][CH:51]=[CH:50][C:48]=5[C:49]=4[C@H:41]([CH2:40][Cl:39])[CH2:42]3)=[O:74])[C:29]=2[CH:30]=1)[CH3:16])=[O:14]. The catalyst class is: 566. (4) Reactant: [CH3:1][O:2][C:3]1[CH:41]=[CH:40][C:6]([CH2:7][N:8]([CH2:31][C:32]2[CH:37]=[CH:36][C:35]([O:38][CH3:39])=[CH:34][CH:33]=2)[C:9]2[N:14]=[C:13]([CH3:15])[N:12]=[C:11]([C:16]3[C:17]([NH:23][C:24]4[CH:25]=[CH:26][C:27]([NH2:30])=[N:28][CH:29]=4)=[N:18][CH:19]=[C:20]([Cl:22])[CH:21]=3)[N:10]=2)=[CH:5][CH:4]=1.[CH3:42][O:43][CH2:44][CH2:45][O:46][C:47]1[CH:52]=[CH:51][C:50]([NH:53][C:54](=O)[O:55]C2C=CC([N+]([O-])=O)=CC=2)=[CH:49][CH:48]=1.CCN(CC)CC. Product: [CH3:39][O:38][C:35]1[CH:34]=[CH:33][C:32]([CH2:31][N:8]([CH2:7][C:6]2[CH:5]=[CH:4][C:3]([O:2][CH3:1])=[CH:41][CH:40]=2)[C:9]2[N:14]=[C:13]([CH3:15])[N:12]=[C:11]([C:16]3[C:17]([NH:23][C:24]4[CH:25]=[CH:26][C:27]([NH:30][C:54]([NH:53][C:50]5[CH:49]=[CH:48][C:47]([O:46][CH2:45][CH2:44][O:43][CH3:42])=[CH:52][CH:51]=5)=[O:55])=[N:28][CH:29]=4)=[N:18][CH:19]=[C:20]([Cl:22])[CH:21]=3)[N:10]=2)=[CH:37][CH:36]=1. The catalyst class is: 2.